This data is from Peptide-MHC class I binding affinity with 185,985 pairs from IEDB/IMGT. The task is: Regression. Given a peptide amino acid sequence and an MHC pseudo amino acid sequence, predict their binding affinity value. This is MHC class I binding data. The peptide sequence is LFVTIYSHL. The MHC is HLA-A26:01 with pseudo-sequence HLA-A26:01. The binding affinity (normalized) is 0.353.